The task is: Regression. Given two drug SMILES strings and cell line genomic features, predict the synergy score measuring deviation from expected non-interaction effect.. This data is from NCI-60 drug combinations with 297,098 pairs across 59 cell lines. (1) Drug 2: CC1C(C(CC(O1)OC2CC(CC3=C2C(=C4C(=C3O)C(=O)C5=CC=CC=C5C4=O)O)(C(=O)C)O)N)O. Drug 1: CC1=C(N=C(N=C1N)C(CC(=O)N)NCC(C(=O)N)N)C(=O)NC(C(C2=CN=CN2)OC3C(C(C(C(O3)CO)O)O)OC4C(C(C(C(O4)CO)O)OC(=O)N)O)C(=O)NC(C)C(C(C)C(=O)NC(C(C)O)C(=O)NCCC5=NC(=CS5)C6=NC(=CS6)C(=O)NCCC[S+](C)C)O. Cell line: UO-31. Synergy scores: CSS=55.0, Synergy_ZIP=-6.89, Synergy_Bliss=0.904, Synergy_Loewe=2.98, Synergy_HSA=4.14. (2) Drug 1: CN1CCC(CC1)COC2=C(C=C3C(=C2)N=CN=C3NC4=C(C=C(C=C4)Br)F)OC. Drug 2: CC1C(C(CC(O1)OC2CC(OC(C2O)C)OC3=CC4=CC5=C(C(=O)C(C(C5)C(C(=O)C(C(C)O)O)OC)OC6CC(C(C(O6)C)O)OC7CC(C(C(O7)C)O)OC8CC(C(C(O8)C)O)(C)O)C(=C4C(=C3C)O)O)O)O. Cell line: BT-549. Synergy scores: CSS=5.48, Synergy_ZIP=32.0, Synergy_Bliss=31.5, Synergy_Loewe=29.6, Synergy_HSA=29.2. (3) Cell line: UACC62. Drug 1: CCC1(CC2CC(C3=C(CCN(C2)C1)C4=CC=CC=C4N3)(C5=C(C=C6C(=C5)C78CCN9C7C(C=CC9)(C(C(C8N6C)(C(=O)OC)O)OC(=O)C)CC)OC)C(=O)OC)O.OS(=O)(=O)O. Synergy scores: CSS=0.209, Synergy_ZIP=2.49, Synergy_Bliss=3.77, Synergy_Loewe=0.572, Synergy_HSA=0.730. Drug 2: C1C(C(OC1N2C=NC3=C2NC=NCC3O)CO)O. (4) Drug 1: C(=O)(N)NO. Drug 2: CC12CCC3C(C1CCC2OP(=O)(O)O)CCC4=C3C=CC(=C4)OC(=O)N(CCCl)CCCl.[Na+]. Cell line: NCI-H322M. Synergy scores: CSS=22.9, Synergy_ZIP=-0.817, Synergy_Bliss=2.97, Synergy_Loewe=-0.0130, Synergy_HSA=0.201. (5) Drug 1: CN1CCC(CC1)COC2=C(C=C3C(=C2)N=CN=C3NC4=C(C=C(C=C4)Br)F)OC. Drug 2: CC1OCC2C(O1)C(C(C(O2)OC3C4COC(=O)C4C(C5=CC6=C(C=C35)OCO6)C7=CC(=C(C(=C7)OC)O)OC)O)O. Cell line: ACHN. Synergy scores: CSS=59.2, Synergy_ZIP=-6.15, Synergy_Bliss=-1.49, Synergy_Loewe=-4.41, Synergy_HSA=1.95. (6) Cell line: HOP-92. Synergy scores: CSS=10.9, Synergy_ZIP=-2.49, Synergy_Bliss=1.92, Synergy_Loewe=-3.67, Synergy_HSA=0.0781. Drug 1: CN1C(=O)N2C=NC(=C2N=N1)C(=O)N. Drug 2: C1CN(CCN1C(=O)CCBr)C(=O)CCBr. (7) Drug 1: CCC1(CC2CC(C3=C(CCN(C2)C1)C4=CC=CC=C4N3)(C5=C(C=C6C(=C5)C78CCN9C7C(C=CC9)(C(C(C8N6C=O)(C(=O)OC)O)OC(=O)C)CC)OC)C(=O)OC)O.OS(=O)(=O)O. Drug 2: CS(=O)(=O)CCNCC1=CC=C(O1)C2=CC3=C(C=C2)N=CN=C3NC4=CC(=C(C=C4)OCC5=CC(=CC=C5)F)Cl. Cell line: MCF7. Synergy scores: CSS=25.7, Synergy_ZIP=1.45, Synergy_Bliss=5.20, Synergy_Loewe=5.42, Synergy_HSA=6.69.